From a dataset of Catalyst prediction with 721,799 reactions and 888 catalyst types from USPTO. Predict which catalyst facilitates the given reaction. (1) Reactant: [OH:1][C:2]1[C:11]2[C:6](=[CH:7][CH:8]=[CH:9][CH:10]=2)[N:5]([NH:12][CH2:13][CH:14]([CH3:16])[CH3:15])[C:4](=[O:17])[C:3]=1[C:18]1[NH:23][C:22]2[CH:24]=[CH:25][C:26]([OH:28])=[CH:27][C:21]=2[S:20](=[O:30])(=[O:29])[N:19]=1.C(=O)([O-])[O-].[Cs+].[Cs+].Br[C:38]1[C:43]([N+:44]([O-:46])=[O:45])=[CH:42][CH:41]=[CH:40][N:39]=1. Product: [OH:1][C:2]1[C:11]2[C:6](=[CH:7][CH:8]=[CH:9][CH:10]=2)[N:5]([NH:12][CH2:13][CH:14]([CH3:15])[CH3:16])[C:4](=[O:17])[C:3]=1[C:18]1[NH:23][C:22]2[CH:24]=[CH:25][C:26]([O:28][C:38]3[C:43]([N+:44]([O-:46])=[O:45])=[CH:42][CH:41]=[CH:40][N:39]=3)=[CH:27][C:21]=2[S:20](=[O:29])(=[O:30])[N:19]=1. The catalyst class is: 16. (2) Reactant: [CH3:1][N:2]1[CH2:19][CH:18]2[CH:4]([C:5]3[CH:6]=[CH:7][CH:8]=[CH:9][C:10]=3[O:11][C:12]3[CH:13]=[CH:14][C:15]([Cl:20])=[CH:16][C:17]=32)[CH2:3]1.Br.N. Product: [CH3:1][N:2]1[CH2:19][CH:18]2[CH:4]([C:5]3[CH:6]=[CH:7][CH:8]=[CH:9][C:10]=3[O:11][C:12]3[CH:13]=[CH:14][C:15]([Cl:20])=[CH:16][C:17]=32)[CH2:3]1. The catalyst class is: 6. (3) Reactant: [C:1]([C:3]1[CH:4]=[C:5]2[N:11]=[CH:10][N:9]([C:12]3[CH:13]=[C:14]([NH:26][C:27](=[O:29])[CH3:28])[CH:15]=[C:16]([C:18]4[CH:23]=[CH:22][C:21]([F:24])=[CH:20][C:19]=4[F:25])[CH:17]=3)[C:6]2=[N:7][CH:8]=1)#[CH:2].[N:30]([CH:33]1[CH2:38][CH2:37][O:36][CH2:35][CH2:34]1)=[N+:31]=[N-:32]. Product: [F:25][C:19]1[CH:20]=[C:21]([F:24])[CH:22]=[CH:23][C:18]=1[C:16]1[CH:17]=[C:12]([N:9]2[C:6]3=[N:7][CH:8]=[C:3]([C:1]4[N:32]=[N:31][N:30]([CH:33]5[CH2:38][CH2:37][O:36][CH2:35][CH2:34]5)[CH:2]=4)[CH:4]=[C:5]3[N:11]=[CH:10]2)[CH:13]=[C:14]([NH:26][C:27](=[O:29])[CH3:28])[CH:15]=1. The catalyst class is: 870. (4) Reactant: [F:1][C:2]1[C:7]([C:8]2[N:13]=[C:12]([CH3:14])[N:11]=[C:10](SC)[N:9]=2)=[CH:6][C:5]([CH2:17][N:18]2[CH2:23][CH2:22][N:21]([S:24]([CH3:27])(=[O:26])=[O:25])[CH2:20][CH2:19]2)=[CH:4][N:3]=1.CCO. Product: [F:1][C:2]1[C:7]([C:8]2[N:13]=[C:12]([CH3:14])[N:11]=[CH:10][N:9]=2)=[CH:6][C:5]([CH2:17][N:18]2[CH2:19][CH2:20][N:21]([S:24]([CH3:27])(=[O:26])=[O:25])[CH2:22][CH2:23]2)=[CH:4][N:3]=1. The catalyst class is: 181. (5) Reactant: CC1(C)C2C=CC=C(P(C3C=CC=CC=3)C3C=CC=CC=3)C=2OC2C1=CC=CC=2P(C1C=CC=CC=1)C1C=CC=CC=1.Br[C:44]1[CH:57]=[CH:56][C:47]([O:48][CH2:49][CH2:50][N:51]2[CH2:55][CH2:54][CH2:53][CH2:52]2)=[CH:46][CH:45]=1.[CH3:58][S:59]([C:62]1[CH:67]=[CH:66][C:65]([C:68]2[N:73]3[N:74]=[C:75]([NH2:77])[N:76]=[C:72]3[CH:71]=[CH:70][CH:69]=2)=[CH:64][CH:63]=1)(=[O:61])=[O:60].C(=O)([O-])[O-].[Cs+].[Cs+]. Product: [CH3:58][S:59]([C:62]1[CH:67]=[CH:66][C:65]([C:68]2[N:73]3[N:74]=[C:75]([NH:77][C:44]4[CH:57]=[CH:56][C:47]([O:48][CH2:49][CH2:50][N:51]5[CH2:55][CH2:54][CH2:53][CH2:52]5)=[CH:46][CH:45]=4)[N:76]=[C:72]3[CH:71]=[CH:70][CH:69]=2)=[CH:64][CH:63]=1)(=[O:60])=[O:61]. The catalyst class is: 584. (6) Reactant: [NH2:1][C:2]1[CH:3]=[CH:4][C:5]2[O:9][C:8]([C:10]([O:12][CH2:13][CH3:14])=[O:11])=[CH:7][C:6]=2[CH:15]=1.[CH3:16][S:17](Cl)(=[O:19])=[O:18]. Product: [CH3:16][S:17]([NH:1][C:2]1[CH:3]=[CH:4][C:5]2[O:9][C:8]([C:10]([O:12][CH2:13][CH3:14])=[O:11])=[CH:7][C:6]=2[CH:15]=1)(=[O:19])=[O:18]. The catalyst class is: 17.